From a dataset of NCI-60 drug combinations with 297,098 pairs across 59 cell lines. Regression. Given two drug SMILES strings and cell line genomic features, predict the synergy score measuring deviation from expected non-interaction effect. (1) Drug 1: CC1C(C(CC(O1)OC2CC(CC3=C2C(=C4C(=C3O)C(=O)C5=C(C4=O)C(=CC=C5)OC)O)(C(=O)CO)O)N)O.Cl. Drug 2: B(C(CC(C)C)NC(=O)C(CC1=CC=CC=C1)NC(=O)C2=NC=CN=C2)(O)O. Cell line: MOLT-4. Synergy scores: CSS=67.1, Synergy_ZIP=-1.19, Synergy_Bliss=0.307, Synergy_Loewe=-2.36, Synergy_HSA=2.45. (2) Drug 1: C1CCC(CC1)NC(=O)N(CCCl)N=O. Drug 2: CC1C(C(=O)NC(C(=O)N2CCCC2C(=O)N(CC(=O)N(C(C(=O)O1)C(C)C)C)C)C(C)C)NC(=O)C3=C4C(=C(C=C3)C)OC5=C(C(=O)C(=C(C5=N4)C(=O)NC6C(OC(=O)C(N(C(=O)CN(C(=O)C7CCCN7C(=O)C(NC6=O)C(C)C)C)C)C(C)C)C)N)C. Cell line: CCRF-CEM. Synergy scores: CSS=49.6, Synergy_ZIP=1.49, Synergy_Bliss=2.57, Synergy_Loewe=4.42, Synergy_HSA=3.62. (3) Drug 1: CCC(=C(C1=CC=CC=C1)C2=CC=C(C=C2)OCCN(C)C)C3=CC=CC=C3.C(C(=O)O)C(CC(=O)O)(C(=O)O)O. Drug 2: CC1=C(C(=O)C2=C(C1=O)N3CC4C(C3(C2COC(=O)N)OC)N4)N. Cell line: KM12. Synergy scores: CSS=35.0, Synergy_ZIP=-0.419, Synergy_Bliss=-0.173, Synergy_Loewe=-29.0, Synergy_HSA=0.171. (4) Drug 1: CC1C(C(=O)NC(C(=O)N2CCCC2C(=O)N(CC(=O)N(C(C(=O)O1)C(C)C)C)C)C(C)C)NC(=O)C3=C4C(=C(C=C3)C)OC5=C(C(=O)C(=C(C5=N4)C(=O)NC6C(OC(=O)C(N(C(=O)CN(C(=O)C7CCCN7C(=O)C(NC6=O)C(C)C)C)C)C(C)C)C)N)C. Drug 2: CCN(CC)CCNC(=O)C1=C(NC(=C1C)C=C2C3=C(C=CC(=C3)F)NC2=O)C. Cell line: T-47D. Synergy scores: CSS=3.76, Synergy_ZIP=5.43, Synergy_Bliss=10.7, Synergy_Loewe=-4.92, Synergy_HSA=-1.13. (5) Drug 1: C1=C(C(=O)NC(=O)N1)F. Drug 2: CN(C)C1=NC(=NC(=N1)N(C)C)N(C)C. Cell line: 786-0. Synergy scores: CSS=38.3, Synergy_ZIP=10.2, Synergy_Bliss=11.3, Synergy_Loewe=-1.84, Synergy_HSA=9.41. (6) Drug 1: C1CN1P(=S)(N2CC2)N3CC3. Drug 2: CC1=C(C(=O)C2=C(C1=O)N3CC4C(C3(C2COC(=O)N)OC)N4)N. Cell line: SF-268. Synergy scores: CSS=30.4, Synergy_ZIP=-6.87, Synergy_Bliss=-0.397, Synergy_Loewe=-28.3, Synergy_HSA=0.945.